From a dataset of Reaction yield outcomes from USPTO patents with 853,638 reactions. Predict the reaction yield, written as a fraction of the theoretical maximum amount of product (1.0 means a 100% yield; for example, 0.34 means a 34% yield). The reactants are [F:1][C:2]1[CH:10]=[C:9]2[C:5]([C:6]([NH2:11])=[N:7][NH:8]2)=[CH:4][CH:3]=1.[C:12](N1C=CC=CC1=O)(N1C=CC=CC1=O)=[S:13]. The catalyst is ClCCl. The product is [F:1][C:2]1[CH:10]=[C:9]2[C:5]([C:6]([N:11]=[C:12]=[S:13])=[N:7][NH:8]2)=[CH:4][CH:3]=1. The yield is 0.730.